From a dataset of Peptide-MHC class I binding affinity with 185,985 pairs from IEDB/IMGT. Regression. Given a peptide amino acid sequence and an MHC pseudo amino acid sequence, predict their binding affinity value. This is MHC class I binding data. (1) The MHC is HLA-B27:20 with pseudo-sequence HLA-B27:20. The binding affinity (normalized) is 0.733. The peptide sequence is KLMDVVYSI. (2) The binding affinity (normalized) is 0.0847. The peptide sequence is VVTVLWALY. The MHC is HLA-A68:02 with pseudo-sequence HLA-A68:02. (3) The peptide sequence is VLFIHPLDA. The MHC is HLA-A02:01 with pseudo-sequence HLA-A02:01. The binding affinity (normalized) is 0.614. (4) The peptide sequence is LLCLIFLLV. The MHC is HLA-A02:01 with pseudo-sequence HLA-A02:01. The binding affinity (normalized) is 0.606. (5) The peptide sequence is RIHGLGFCY. The MHC is HLA-A03:01 with pseudo-sequence HLA-A03:01. The binding affinity (normalized) is 0.408. (6) The peptide sequence is SVEFDMSHLN. The MHC is H-2-Kb with pseudo-sequence H-2-Kb. The binding affinity (normalized) is 0.372. (7) The peptide sequence is QSYEFLGLK. The binding affinity (normalized) is 0.0847. The MHC is HLA-B35:01 with pseudo-sequence HLA-B35:01. (8) The peptide sequence is WLHECTDESR. The MHC is HLA-A33:01 with pseudo-sequence HLA-A33:01. The binding affinity (normalized) is 0.488. (9) The peptide sequence is EYRKILRQR. The MHC is HLA-A30:02 with pseudo-sequence HLA-A30:02. The binding affinity (normalized) is 0. (10) The peptide sequence is NVTESFDAW. The MHC is Mamu-B3901 with pseudo-sequence Mamu-B3901. The binding affinity (normalized) is 0.273.